This data is from hERG Central: cardiac toxicity at 1µM, 10µM, and general inhibition. The task is: Predict hERG channel inhibition at various concentrations. (1) The drug is CCOC(=O)CC1COCCN1C(=O)c1cc(COc2ccc(F)c(F)c2)on1. Results: hERG_inhib (hERG inhibition (general)): blocker. (2) The compound is COc1ccc(N/C(C)=C2/C(=O)C(=O)N(CCO)C2c2ccc([N+](=O)[O-])cc2)cc1. Results: hERG_inhib (hERG inhibition (general)): blocker. (3) The molecule is O=C(CCN1C(=O)COc2ccccc21)NCCCN1CCN(c2ccc(F)cc2)CC1. Results: hERG_inhib (hERG inhibition (general)): blocker.